From a dataset of Full USPTO retrosynthesis dataset with 1.9M reactions from patents (1976-2016). Predict the reactants needed to synthesize the given product. (1) Given the product [O:1]([CH2:8][C:9]([OH:11])=[O:10])[C:2]1[CH:7]=[CH:6][CH:5]=[CH:4][CH:3]=1, predict the reactants needed to synthesize it. The reactants are: [O:1]([CH2:8][C:9]([O:11]CC)=[O:10])[C:2]1[CH:7]=[CH:6][CH:5]=[CH:4][CH:3]=1.[OH-].[Na+].C(O)(=O)C. (2) The reactants are: [C:1]1([NH:7][C:8]2[CH:13]=[CH:12][CH:11]=[CH:10][C:9]=2[NH2:14])[CH:6]=[CH:5][CH:4]=[CH:3][CH:2]=1.[Br:15][C:16]1[CH:23]=[CH:22][C:19]([CH:20]=O)=[CH:18][CH:17]=1.OOS([O-])=O.[K+].O. Given the product [Br:15][C:16]1[CH:23]=[CH:22][C:19]([C:20]2[N:7]([C:1]3[CH:2]=[CH:3][CH:4]=[CH:5][CH:6]=3)[C:8]3[CH:13]=[CH:12][CH:11]=[CH:10][C:9]=3[N:14]=2)=[CH:18][CH:17]=1, predict the reactants needed to synthesize it. (3) Given the product [Br:18][C:8]1[CH:9]=[C:10]2[CH2:11][N:12]([O:13][C:14]([CH3:17])([CH3:16])[CH3:15])[C:3](=[O:2])[C:5]2=[N:6][CH:7]=1, predict the reactants needed to synthesize it. The reactants are: C[O:2][C:3]([C:5]1[C:10]([CH2:11][NH:12][O:13][C:14]([CH3:17])([CH3:16])[CH3:15])=[CH:9][C:8]([Br:18])=[CH:7][N:6]=1)=O.[O-]CC.[Na+].O. (4) The reactants are: [NH2:1][C:2]1[CH:7]=[CH:6][CH:5]=[CH:4][CH:3]=1.Br[CH2:9][CH2:10][CH2:11][CH2:12][CH2:13][CH3:14].[OH-].[K+]. Given the product [CH2:9]([N:1]([CH2:6][CH2:7][CH2:2][CH2:3][CH2:4][CH3:5])[C:2]1[CH:7]=[CH:6][CH:5]=[CH:4][CH:3]=1)[CH2:10][CH2:11][CH2:12][CH2:13][CH3:14], predict the reactants needed to synthesize it. (5) The reactants are: C([O:8][C:9]1[C:14]([C:15]2[CH:16]=[N:17][CH:18]=[CH:19][CH:20]=2)=[CH:13][CH:12]=[CH:11][C:10]=1[C:21]1[CH:22]=[N:23][CH:24]=[CH:25][CH:26]=1)C1C=CC=CC=1. Given the product [N:17]1[CH:18]=[CH:19][CH:20]=[C:15]([C:14]2[CH:13]=[CH:12][CH:11]=[C:10]([C:21]3[CH:22]=[N:23][CH:24]=[CH:25][CH:26]=3)[C:9]=2[OH:8])[CH:16]=1, predict the reactants needed to synthesize it. (6) Given the product [CH:1]([N:14]1[CH2:17][CH:16]([C:41]2([OH:44])[CH2:40][CH2:39][N:38]([C:30]([C:31]3[CH:36]=[CH:35][CH:34]=[CH:33][CH:32]=3)=[O:37])[CH2:43][CH2:42]2)[CH2:15]1)([C:8]1[CH:13]=[CH:12][CH:11]=[CH:10][CH:9]=1)[C:2]1[CH:7]=[CH:6][CH:5]=[CH:4][CH:3]=1, predict the reactants needed to synthesize it. The reactants are: [CH:1]([N:14]1[CH2:17][CH:16](I)[CH2:15]1)([C:8]1[CH:13]=[CH:12][CH:11]=[CH:10][CH:9]=1)[C:2]1[CH:7]=[CH:6][CH:5]=[CH:4][CH:3]=1.CN(P(N(C)C)(N(C)C)=O)C.[C:30]([N:38]1[CH2:43][CH2:42][C:41](=[O:44])[CH2:40][CH2:39]1)(=[O:37])[C:31]1[CH:36]=[CH:35][CH:34]=[CH:33][CH:32]=1.[NH4+].[Cl-]. (7) Given the product [NH2:6][C:5]1[CH:7]=[C:8]([C:9]([F:12])([F:11])[F:10])[C:2]([C:28]2[CH:47]=[CH:46][CH:45]=[C:30]([O:31][CH:32]3[CH2:33][CH2:34][N:35]([C:38]([O:40][C:41]([CH3:44])([CH3:43])[CH3:42])=[O:39])[CH2:36][CH2:37]3)[CH:29]=2)=[C:3]([Cl:13])[CH:4]=1, predict the reactants needed to synthesize it. The reactants are: Br[C:2]1[C:8]([C:9]([F:12])([F:11])[F:10])=[CH:7][C:5]([NH2:6])=[CH:4][C:3]=1[Cl:13].C(=O)([O-])[O-].[Na+].[Na+].CC1(C)C(C)(C)OB([C:28]2[CH:29]=[C:30]([CH:45]=[CH:46][CH:47]=2)[O:31][CH:32]2[CH2:37][CH2:36][N:35]([C:38]([O:40][C:41]([CH3:44])([CH3:43])[CH3:42])=[O:39])[CH2:34][CH2:33]2)O1.O.